From a dataset of Forward reaction prediction with 1.9M reactions from USPTO patents (1976-2016). Predict the product of the given reaction. (1) Given the reactants [Br:1][C:2]1[CH:3]=[C:4]2[C:8](=[CH:9][CH:10]=1)[N:7]([CH2:11][C:12]1[CH:17]=[CH:16][CH:15]=[CH:14][C:13]=1[Cl:18])[C:6](=[O:19])[C:5]2=O.[CH3:21][C:22]1[CH:27]=[CH:26][CH:25]=[C:24]([CH3:28])[C:23]=1[OH:29].[C:30]([O-:33])(O)=O.[Na+], predict the reaction product. The product is: [Br:1][C:2]1[CH:3]=[C:4]2[C:8](=[CH:9][CH:10]=1)[N:7]([CH2:11][C:12]1[CH:17]=[CH:16][CH:15]=[CH:14][C:13]=1[Cl:18])[C:6](=[O:19])[C:5]2([C:2]1[CH:3]=[C:4]([CH3:5])[C:30]([OH:33])=[C:9]([CH3:8])[CH:10]=1)[C:26]1[CH:25]=[C:24]([CH3:28])[C:23]([OH:29])=[C:22]([CH3:21])[CH:27]=1. (2) Given the reactants C([O:5][C:6](=[O:43])[CH2:7][CH2:8][C@H:9]([NH:13][C:14]([C:16]1[CH:20]=[C:19]([O:21][CH2:22][C:23]([N:25]2[CH2:29][CH2:28][CH2:27][C@H:26]2[C:30](=[O:36])[NH:31][CH:32]2[CH2:35][CH2:34][CH2:33]2)=[O:24])[N:18]([C:37]2[CH:42]=[CH:41][CH:40]=[CH:39][CH:38]=2)[N:17]=1)=[O:15])[C:10](O)=[O:11])(C)(C)C.CCN(C(C)C)C(C)C.CN(C(ON1N=NC2C=CC=NC1=2)=[N+](C)C)C.F[P-](F)(F)(F)(F)F.[CH2:77]([O:81][C:82](=[O:89])[NH:83][CH:84]1[CH2:88][CH2:87][NH:86][CH2:85]1)[CH2:78][CH2:79][CH3:80], predict the reaction product. The product is: [CH2:77]([O:81][C:82]([NH:83][CH:84]1[CH2:88][CH2:87][N:86]([C:10](=[O:11])[C@@H:9]([NH:13][C:14]([C:16]2[CH:20]=[C:19]([O:21][CH2:22][C:23]([N:25]3[CH2:29][CH2:28][CH2:27][C@H:26]3[C:30](=[O:36])[NH:31][CH:32]3[CH2:33][CH2:34][CH2:35]3)=[O:24])[N:18]([C:37]3[CH:38]=[CH:39][CH:40]=[CH:41][CH:42]=3)[N:17]=2)=[O:15])[CH2:8][CH2:7][C:6]([OH:43])=[O:5])[CH2:85]1)=[O:89])[CH2:78][CH2:79][CH3:80]. (3) Given the reactants [O:1]1[CH2:6][CH2:5][CH2:4][CH2:3][CH:2]1[O:7][CH2:8][CH2:9][C:10]1[N:11]=[CH:12][C:13]([NH:16]C(=O)OCC2C=CC=CC=2)=[N:14][CH:15]=1, predict the reaction product. The product is: [O:1]1[CH2:6][CH2:5][CH2:4][CH2:3][CH:2]1[O:7][CH2:8][CH2:9][C:10]1[N:11]=[CH:12][C:13]([NH2:16])=[N:14][CH:15]=1. (4) Given the reactants [Cl-].O[NH3+:3].[C:4](=[O:7])([O-])[OH:5].[Na+].CS(C)=O.[CH3:13][C@H:14]1[O:19][C@@H:18]([CH3:20])[CH2:17][N:16]([CH2:21][CH2:22][O:23][C@H:24]2[CH2:29][CH2:28][C@H:27]([N:30]3[C:35](=[O:36])[C:34]([CH2:37][C:38]4[CH:43]=[CH:42][C:41]([C:44]5[C:45]([C:50]#[N:51])=[CH:46][CH:47]=[CH:48][CH:49]=5)=[CH:40][CH:39]=4)=[C:33]([CH2:52][CH2:53][CH3:54])[N:32]4[N:55]=[CH:56][N:57]=[C:31]34)[CH2:26][CH2:25]2)[CH2:15]1, predict the reaction product. The product is: [CH3:13][C@H:14]1[O:19][C@@H:18]([CH3:20])[CH2:17][N:16]([CH2:21][CH2:22][O:23][C@H:24]2[CH2:25][CH2:26][C@H:27]([N:30]3[C:35](=[O:36])[C:34]([CH2:37][C:38]4[CH:39]=[CH:40][C:41]([C:44]5[CH:49]=[CH:48][CH:47]=[CH:46][C:45]=5[C:50]5[NH:3][C:4](=[O:7])[O:5][N:51]=5)=[CH:42][CH:43]=4)=[C:33]([CH2:52][CH2:53][CH3:54])[N:32]4[N:55]=[CH:56][N:57]=[C:31]34)[CH2:28][CH2:29]2)[CH2:15]1. (5) Given the reactants Br[C:2]1[CH:3]=[N:4][C:5]2[C:10]([CH:11]=1)=[N:9][CH:8]=[C:7]([Br:12])[CH:6]=2.[CH2:13]([O:15][CH:16]=[CH:17][Sn](CCCC)(CCCC)CCCC)[CH3:14], predict the reaction product. The product is: [Br:12][C:7]1[CH:8]=[N:9][C:10]2[C:5]([CH:6]=1)=[N:4][CH:3]=[C:2]([CH:14]=[CH:13][O:15][CH2:16][CH3:17])[CH:11]=2.